From a dataset of Full USPTO retrosynthesis dataset with 1.9M reactions from patents (1976-2016). Predict the reactants needed to synthesize the given product. (1) The reactants are: [H-].[Na+].[Br:3][C:4]1[CH:9]=[CH:8][C:7]([OH:10])=[C:6]([C:11]([CH3:15])([CH3:14])[CH2:12]Cl)[CH:5]=1. Given the product [Br:3][C:4]1[CH:9]=[CH:8][C:7]2[O:10][CH2:12][C:11]([CH3:15])([CH3:14])[C:6]=2[CH:5]=1, predict the reactants needed to synthesize it. (2) Given the product [Br:1][C:2]1[C:10]2[C:9]([NH:11][C:12]3[CH:13]=[C:14]4[CH:20]=[N:19][NH:18][C:15]4=[CH:16][N:17]=3)=[N:8][CH:7]=[N:6][C:5]=2[NH:4][C:3]=1[C:21]([N:24]1[CH2:29][CH2:28][CH2:27][CH2:26][CH2:25]1)=[O:22], predict the reactants needed to synthesize it. The reactants are: [Br:1][C:2]1[C:10]2[C:9]([NH:11][C:12]3[CH:13]=[C:14]4[CH:20]=[N:19][NH:18][C:15]4=[CH:16][N:17]=3)=[N:8][CH:7]=[N:6][C:5]=2[NH:4][C:3]=1[C:21](O)=[O:22].[NH:24]1[CH2:29][CH2:28][CH2:27][CH2:26][CH2:25]1.